This data is from Reaction yield outcomes from USPTO patents with 853,638 reactions. The task is: Predict the reaction yield, written as a fraction of the theoretical maximum amount of product (1.0 means a 100% yield; for example, 0.34 means a 34% yield). (1) The reactants are Br[C:2]1[CH:3]=[C:4]([C:8]2[C:17]3[C:12](=[CH:13][C:14]([Cl:19])=[C:15]([CH3:18])[CH:16]=3)[O:11][C:10](=[O:20])[C:9]=2[CH2:21][C:22]([NH:24][C:25]2[CH:30]=[CH:29][C:28]([Cl:31])=[CH:27][C:26]=2[C:32]([F:35])([F:34])[F:33])=[O:23])[CH:5]=[CH:6][CH:7]=1.[C:36]([O:40][CH3:41])(=[O:39])[CH:37]=[CH2:38].C(N(CC)CC)C.C1(P(C2C=CC=CC=2)C2C=CC=CC=2)C=CC=CC=1. The catalyst is CN(C=O)C.CC(O)=O.CC(O)=O.[Pd].O. The product is [Cl:19][C:14]1[CH:13]=[C:12]2[C:17]([C:8]([C:4]3[CH:3]=[C:2](/[CH:38]=[CH:37]/[C:36]([O:40][CH3:41])=[O:39])[CH:7]=[CH:6][CH:5]=3)=[C:9]([CH2:21][C:22]([NH:24][C:25]3[CH:30]=[CH:29][C:28]([Cl:31])=[CH:27][C:26]=3[C:32]([F:34])([F:35])[F:33])=[O:23])[C:10](=[O:20])[O:11]2)=[CH:16][C:15]=1[CH3:18]. The yield is 0.670. (2) The reactants are [F:1][C:2]1[CH:7]=[CH:6][CH:5]=[CH:4][C:3]=1[C@@H:8]([N:20]1[CH2:25][CH2:24][CH2:23][CH2:22][CH2:21]1)[C:9]([O:11][C@H](C1C=CC=CC=1)C)=[O:10]. The catalyst is C(O)C.[OH-].[OH-].[Pd+2]. The product is [F:1][C:2]1[CH:7]=[CH:6][CH:5]=[CH:4][C:3]=1[C@@H:8]([N:20]1[CH2:25][CH2:24][CH2:23][CH2:22][CH2:21]1)[C:9]([OH:11])=[O:10]. The yield is 0.980. (3) The reactants are [NH2:1][C:2]1[CH:7]=[CH:6][C:5]([C:8]2[N:9]([CH:21]3[CH2:23][CH2:22]3)[C:10]3[C:15]([C:16]=2[C:17]#[N:18])=[CH:14][CH:13]=[C:12]([O:19][CH3:20])[CH:11]=3)=[CH:4][CH:3]=1.[CH:24]([O:27][C:28](Cl)=[O:29])([CH3:26])[CH3:25]. The catalyst is N1C=CC=CC=1.C1(C)C=CC=CC=1.O. The product is [CH:24]([O:27][C:28](=[O:29])[NH:1][C:2]1[CH:3]=[CH:4][C:5]([C:8]2[N:9]([CH:21]3[CH2:23][CH2:22]3)[C:10]3[C:15]([C:16]=2[C:17]#[N:18])=[CH:14][CH:13]=[C:12]([O:19][CH3:20])[CH:11]=3)=[CH:6][CH:7]=1)([CH3:26])[CH3:25]. The yield is 0.850. (4) The reactants are Br[C:2]1[CH:10]=[C:9]2[C:5]([C:6]3([CH2:15][CH2:14][CH2:13][CH2:12]3)[C:7](=[O:11])[NH:8]2)=[CH:4][CH:3]=1.[B:16]1([B:16]2[O:20][C:19]([CH3:22])([CH3:21])[C:18]([CH3:24])([CH3:23])[O:17]2)[O:20][C:19]([CH3:22])([CH3:21])[C:18]([CH3:24])([CH3:23])[O:17]1.C([O-])(=O)C.[K+]. The catalyst is CN(C=O)C. The product is [CH3:23][C:18]1([CH3:24])[C:19]([CH3:22])([CH3:21])[O:20][B:16]([C:2]2[CH:10]=[C:9]3[C:5]([C:6]4([CH2:15][CH2:14][CH2:13][CH2:12]4)[C:7](=[O:11])[NH:8]3)=[CH:4][CH:3]=2)[O:17]1. The yield is 0.300.